The task is: Regression. Given two drug SMILES strings and cell line genomic features, predict the synergy score measuring deviation from expected non-interaction effect.. This data is from NCI-60 drug combinations with 297,098 pairs across 59 cell lines. (1) Synergy scores: CSS=17.5, Synergy_ZIP=-6.00, Synergy_Bliss=-9.38, Synergy_Loewe=-37.4, Synergy_HSA=-9.97. Drug 2: CC1C(C(CC(O1)OC2CC(OC(C2O)C)OC3=CC4=CC5=C(C(=O)C(C(C5)C(C(=O)C(C(C)O)O)OC)OC6CC(C(C(O6)C)O)OC7CC(C(C(O7)C)O)OC8CC(C(C(O8)C)O)(C)O)C(=C4C(=C3C)O)O)O)O. Cell line: SF-295. Drug 1: C1CCN(CC1)CCOC2=CC=C(C=C2)C(=O)C3=C(SC4=C3C=CC(=C4)O)C5=CC=C(C=C5)O. (2) Drug 1: CC1C(C(CC(O1)OC2CC(CC3=C2C(=C4C(=C3O)C(=O)C5=C(C4=O)C(=CC=C5)OC)O)(C(=O)C)O)N)O.Cl. Drug 2: CC1=C(C=C(C=C1)C(=O)NC2=CC(=CC(=C2)C(F)(F)F)N3C=C(N=C3)C)NC4=NC=CC(=N4)C5=CN=CC=C5. Cell line: BT-549. Synergy scores: CSS=17.1, Synergy_ZIP=0.219, Synergy_Bliss=6.41, Synergy_Loewe=-17.2, Synergy_HSA=0.743. (3) Drug 1: CS(=O)(=O)CCNCC1=CC=C(O1)C2=CC3=C(C=C2)N=CN=C3NC4=CC(=C(C=C4)OCC5=CC(=CC=C5)F)Cl. Drug 2: C1=CC=C(C(=C1)C(C2=CC=C(C=C2)Cl)C(Cl)Cl)Cl. Cell line: HCT-15. Synergy scores: CSS=-0.211, Synergy_ZIP=4.49, Synergy_Bliss=0.0293, Synergy_Loewe=-4.09, Synergy_HSA=-2.81. (4) Drug 1: C1=C(C(=O)NC(=O)N1)F. Drug 2: CC1=C(C(CCC1)(C)C)C=CC(=CC=CC(=CC(=O)O)C)C. Cell line: SF-295. Synergy scores: CSS=31.1, Synergy_ZIP=2.61, Synergy_Bliss=-4.09, Synergy_Loewe=-2.22, Synergy_HSA=-1.21. (5) Drug 1: C1=C(C(=O)NC(=O)N1)F. Drug 2: CC1=C(C=C(C=C1)NC(=O)C2=CC=C(C=C2)CN3CCN(CC3)C)NC4=NC=CC(=N4)C5=CN=CC=C5. Cell line: ACHN. Synergy scores: CSS=41.6, Synergy_ZIP=7.11, Synergy_Bliss=5.34, Synergy_Loewe=-2.09, Synergy_HSA=3.44. (6) Drug 1: CCCS(=O)(=O)NC1=C(C(=C(C=C1)F)C(=O)C2=CNC3=C2C=C(C=N3)C4=CC=C(C=C4)Cl)F. Drug 2: CCC1=C2CN3C(=CC4=C(C3=O)COC(=O)C4(CC)O)C2=NC5=C1C=C(C=C5)O. Cell line: U251. Synergy scores: CSS=38.0, Synergy_ZIP=-2.11, Synergy_Bliss=-4.92, Synergy_Loewe=-27.2, Synergy_HSA=-4.10. (7) Drug 1: CCCCC(=O)OCC(=O)C1(CC(C2=C(C1)C(=C3C(=C2O)C(=O)C4=C(C3=O)C=CC=C4OC)O)OC5CC(C(C(O5)C)O)NC(=O)C(F)(F)F)O. Drug 2: CCC1(C2=C(COC1=O)C(=O)N3CC4=CC5=C(C=CC(=C5CN(C)C)O)N=C4C3=C2)O.Cl. Cell line: SR. Synergy scores: CSS=84.9, Synergy_ZIP=0.928, Synergy_Bliss=1.41, Synergy_Loewe=1.99, Synergy_HSA=4.84. (8) Drug 1: CCCCCOC(=O)NC1=NC(=O)N(C=C1F)C2C(C(C(O2)C)O)O. Drug 2: C1C(C(OC1N2C=NC3=C2NC=NCC3O)CO)O. Cell line: SNB-19. Synergy scores: CSS=-7.11, Synergy_ZIP=5.13, Synergy_Bliss=2.01, Synergy_Loewe=-6.32, Synergy_HSA=-5.76.